This data is from Reaction yield outcomes from USPTO patents with 853,638 reactions. The task is: Predict the reaction yield, written as a fraction of the theoretical maximum amount of product (1.0 means a 100% yield; for example, 0.34 means a 34% yield). (1) The reactants are [OH:1][CH:2]([C:19]1[CH:24]=[CH:23][CH:22]=[CH:21][CH:20]=1)[CH2:3][O:4][C:5]1[CH:18]=[CH:17][C:8]([CH2:9][CH:10]2[S:14][C:13](=[O:15])[NH:12][C:11]2=[O:16])=[CH:7][CH:6]=1.CS(C)=O.O=P12OP3(OP(OP(O3)(O1)=O)(=O)O2)=O.C(N(CC)CC)C. The catalyst is C(Cl)Cl. The product is [O:1]=[C:2]([C:19]1[CH:24]=[CH:23][CH:22]=[CH:21][CH:20]=1)[CH2:3][O:4][C:5]1[CH:18]=[CH:17][C:8]([CH2:9][CH:10]2[S:14][C:13](=[O:15])[NH:12][C:11]2=[O:16])=[CH:7][CH:6]=1. The yield is 0.400. (2) The reactants are Br[C:2]1[C:3]([CH3:11])=[C:4]([CH:7]=[CH:8][C:9]=1[CH3:10])[CH:5]=[O:6].[O:12]1[C:16]2([CH2:21][CH2:20][NH:19][CH2:18][CH2:17]2)[O:15][CH2:14][CH2:13]1.C(=O)([O-])[O-].[Cs+].[Cs+].C1(P(C2C=CC=CC=2)C2C=CC3C(=CC=CC=3)C=2C2C3C(=CC=CC=3)C=CC=2P(C2C=CC=CC=2)C2C=CC=CC=2)C=CC=CC=1. The catalyst is C1(C)C=CC=CC=1.C1C=CC(/C=C/C(/C=C/C2C=CC=CC=2)=O)=CC=1.C1C=CC(/C=C/C(/C=C/C2C=CC=CC=2)=O)=CC=1.C1C=CC(/C=C/C(/C=C/C2C=CC=CC=2)=O)=CC=1.[Pd].[Pd].O. The product is [O:12]1[C:16]2([CH2:21][CH2:20][N:19]([C:2]3[C:3]([CH3:11])=[C:4]([CH:7]=[CH:8][C:9]=3[CH3:10])[CH:5]=[O:6])[CH2:18][CH2:17]2)[O:15][CH2:14][CH2:13]1. The yield is 0.110.